This data is from Full USPTO retrosynthesis dataset with 1.9M reactions from patents (1976-2016). The task is: Predict the reactants needed to synthesize the given product. (1) Given the product [O:8]1[C:7]2([CH2:6][CH2:5][CH:4]([CH:3]3[CH2:17][O:16][C:15](=[O:21])[NH:14]3)[CH2:13][CH2:12]2)[O:11][CH2:10][CH2:9]1, predict the reactants needed to synthesize it. The reactants are: OC[CH:3]([NH:14][C:15](=[O:21])[O:16][C:17](C)(C)C)[CH:4]1[CH2:13][CH2:12][C:7]2([O:11][CH2:10][CH2:9][O:8]2)[CH2:6][CH2:5]1.O1CCCC1.CC(C)([O-])C.[K+]. (2) Given the product [F:1][C:2]1[CH:10]=[CH:9][C:8]([C:11]([F:14])([F:13])[F:12])=[CH:7][C:3]=1[C:4]([NH:23][C:21]1[CH:20]=[CH:19][N:18]=[C:17]([O:16][CH3:15])[CH:22]=1)=[O:5], predict the reactants needed to synthesize it. The reactants are: [F:1][C:2]1[CH:10]=[CH:9][C:8]([C:11]([F:14])([F:13])[F:12])=[CH:7][C:3]=1[C:4](Cl)=[O:5].[CH3:15][O:16][C:17]1[CH:22]=[C:21]([NH2:23])[CH:20]=[CH:19][N:18]=1.N1C=CC=CC=1.Cl. (3) Given the product [C:1]([N:4]1[C:13]2[C:8](=[CH:9][CH:10]=[C:11]([F:14])[CH:12]=2)[C@H:7]([O:15][C:17]2[CH:22]=[CH:21][CH:20]=[CH:19][CH:18]=2)[CH2:6][C@@H:5]1[CH3:16])(=[O:3])[CH3:2], predict the reactants needed to synthesize it. The reactants are: [C:1]([N:4]1[C:13]2[C:8](=[CH:9][CH:10]=[C:11]([F:14])[CH:12]=2)[C@@H:7]([OH:15])[CH2:6][C@@H:5]1[CH3:16])(=[O:3])[CH3:2].[C:17]1(O)[CH:22]=[CH:21][CH:20]=[CH:19][CH:18]=1. (4) The reactants are: [CH3:1][O:2][C:3](=[O:16])[C:4]1[CH:9]=[C:8]([N+:10]([O-:12])=[O:11])[CH:7]=[C:6]([N+:13]([O-])=O)[CH:5]=1.C(N(CC)CC)C.C(O)=O. Given the product [CH3:1][O:2][C:3](=[O:16])[C:4]1[CH:9]=[C:8]([N+:10]([O-:12])=[O:11])[CH:7]=[C:6]([NH2:13])[CH:5]=1, predict the reactants needed to synthesize it. (5) Given the product [F:24][C:21]1[CH:22]=[CH:23][C:18]([C@H:13]2[CH2:14][CH2:15][CH2:16][CH2:17][C@H:12]2[N:9]2[CH2:10][CH2:11][C:6]3([C:4](=[O:5])[NH:33][CH2:32][CH:31]3[C:30]3[CH:36]=[CH:37][C:27]([O:26][CH3:25])=[CH:28][CH:29]=3)[CH2:7][CH2:8]2)=[CH:19][CH:20]=1, predict the reactants needed to synthesize it. The reactants are: C(O[C:4]([CH:6]1[CH2:11][CH2:10][N:9]([C@@H:12]2[CH2:17][CH2:16][CH2:15][CH2:14][C@@H:13]2[C:18]2[CH:23]=[CH:22][C:21]([F:24])=[CH:20][CH:19]=2)[CH2:8][CH2:7]1)=[O:5])C.[CH3:25][O:26][C:27]1[CH:37]=[CH:36][C:30]([CH:31]=[CH:32][N+:33]([O-])=O)=[CH:29][CH:28]=1.